The task is: Regression. Given two drug SMILES strings and cell line genomic features, predict the synergy score measuring deviation from expected non-interaction effect.. This data is from NCI-60 drug combinations with 297,098 pairs across 59 cell lines. (1) Drug 1: CCCS(=O)(=O)NC1=C(C(=C(C=C1)F)C(=O)C2=CNC3=C2C=C(C=N3)C4=CC=C(C=C4)Cl)F. Drug 2: CC1=C(C(=O)C2=C(C1=O)N3CC4C(C3(C2COC(=O)N)OC)N4)N. Cell line: HT29. Synergy scores: CSS=51.7, Synergy_ZIP=-1.05, Synergy_Bliss=-1.67, Synergy_Loewe=0.597, Synergy_HSA=3.12. (2) Cell line: NCI-H460. Drug 1: C1CCC(CC1)NC(=O)N(CCCl)N=O. Synergy scores: CSS=15.8, Synergy_ZIP=-7.76, Synergy_Bliss=-8.40, Synergy_Loewe=-25.3, Synergy_HSA=-5.75. Drug 2: CC1CCC2CC(C(=CC=CC=CC(CC(C(=O)C(C(C(=CC(C(=O)CC(OC(=O)C3CCCCN3C(=O)C(=O)C1(O2)O)C(C)CC4CCC(C(C4)OC)O)C)C)O)OC)C)C)C)OC. (3) Drug 1: COC1=CC(=CC(=C1O)OC)C2C3C(COC3=O)C(C4=CC5=C(C=C24)OCO5)OC6C(C(C7C(O6)COC(O7)C8=CC=CS8)O)O. Drug 2: C1CNP(=O)(OC1)N(CCCl)CCCl. Cell line: OVCAR3. Synergy scores: CSS=21.1, Synergy_ZIP=6.39, Synergy_Bliss=10.2, Synergy_Loewe=-26.5, Synergy_HSA=3.32.